This data is from Aqueous solubility values for 9,982 compounds from the AqSolDB database. The task is: Regression/Classification. Given a drug SMILES string, predict its absorption, distribution, metabolism, or excretion properties. Task type varies by dataset: regression for continuous measurements (e.g., permeability, clearance, half-life) or binary classification for categorical outcomes (e.g., BBB penetration, CYP inhibition). For this dataset (solubility_aqsoldb), we predict Y. (1) The compound is O=C([O-])c1cc(Br)ccc1Cl. The Y is -1.95 log mol/L. (2) The drug is O.[Mo].[NH4+].[O-2]. The Y is -1.17 log mol/L. (3) The molecule is CC1=Nc2ccc(Cl)cc2S(=O)(=O)N1. The Y is -3.36 log mol/L. (4) The molecule is C=CCn1cnc2c(=O)[nH]c(Nc3ccccc3)nc21. The Y is -5.09 log mol/L. (5) The compound is CCCCCCCCCCOC(=O)c1ccccc1C(=O)OCCCCCCCCCC. The Y is -9.31 log mol/L. (6) The molecule is CC1(C)C(C=C(Cl)C(F)(F)F)C1C(=O)OC(C#N)c1cccc(Oc2ccccc2)c1. The Y is -8.18 log mol/L. (7) The Y is -5.92 log mol/L. The compound is Clc1ccc2cccc(Cl)c2c1. (8) The drug is O=C(O)c1cc(Cl)ccc1[N+](=O)[O-]. The Y is -1.32 log mol/L. (9) The molecule is CCCCOC(=O)NS(N)(=O)=O. The Y is -1.04 log mol/L. (10) The molecule is OCc1cncs1. The Y is 0.526 log mol/L.